Dataset: Full USPTO retrosynthesis dataset with 1.9M reactions from patents (1976-2016). Task: Predict the reactants needed to synthesize the given product. (1) Given the product [CH:1]1([N:7]2[C:11]3[N:12]=[C:13]([CH:17]4[CH2:18][N:19]([C:21](=[S:22])[NH2:23])[CH2:20]4)[NH:14][C:15](=[O:16])[C:10]=3[CH:9]=[N:8]2)[CH2:2][CH2:3][CH2:4][CH2:5][CH2:6]1, predict the reactants needed to synthesize it. The reactants are: [CH:1]1([N:7]2[C:11]3[N:12]=[C:13]([CH:17]4[CH2:20][N:19]([C:21]([NH:23]C(=O)C5C=CC=CC=5)=[S:22])[CH2:18]4)[NH:14][C:15](=[O:16])[C:10]=3[CH:9]=[N:8]2)[CH2:6][CH2:5][CH2:4][CH2:3][CH2:2]1.O. (2) Given the product [CH3:1][O:2][C:3]1[CH:12]=[C:11]2[C:6]([CH2:7][CH2:8][CH:9]([NH2:20])[CH2:10]2)=[CH:5][CH:4]=1, predict the reactants needed to synthesize it. The reactants are: [CH3:1][O:2][C:3]1[CH:12]=[C:11]2[C:6]([CH2:7][CH2:8][C:9](=O)[CH2:10]2)=[CH:5][CH:4]=1.CC1[N:20]=CC(COP(O)(O)=O)=C(C=O)C=1O.P([O-])([O-])([O-])=O.[K+].[K+].[K+]. (3) Given the product [O:1]1[C:10]2[C:5](=[CH:6][C:7]([C:11]3[N:12]=[C:13]([C@H:33]4[CH2:34][C@@H:35]([OH:38])[CH2:36][N:37]4[C:40]([NH2:39])=[O:41])[N:14]4[C:19]5[CH:20]=[CH:21][NH:22][C:18]=5[N:17]=[CH:16][C:15]=34)=[CH:8][CH:9]=2)[CH2:4][CH2:3][CH2:2]1, predict the reactants needed to synthesize it. The reactants are: [O:1]1[C:10]2[C:5](=[CH:6][C:7]([C:11]3[N:12]=[C:13]([C@@H:33]4[NH:37][CH2:36][C@H:35]([OH:38])[CH2:34]4)[N:14]4[C:19]5[CH:20]=[CH:21][N:22](S(C6C=CC(C)=CC=6)(=O)=O)[C:18]=5[N:17]=[CH:16][C:15]=34)=[CH:8][CH:9]=2)[CH2:4][CH2:3][CH2:2]1.[N:39]([Si](C)(C)C)=[C:40]=[O:41].[OH-].[Na+]. (4) Given the product [Cl:1][C:2]1[CH:3]=[C:4]([N+:15]([O-:17])=[O:16])[C:5]([NH:8][CH2:9][C@@H:10]2[CH2:14][CH2:13][N:12]([C:30]([CH:27]3[CH2:29][CH2:28]3)=[O:31])[CH2:11]2)=[N:6][CH:7]=1, predict the reactants needed to synthesize it. The reactants are: [Cl:1][C:2]1[CH:3]=[C:4]([N+:15]([O-:17])=[O:16])[C:5]([NH:8][CH2:9][C@@H:10]2[CH2:14][CH2:13][NH:12][CH2:11]2)=[N:6][CH:7]=1.C(N(C(C)C)CC)(C)C.[CH:27]1([C:30](Cl)=[O:31])[CH2:29][CH2:28]1. (5) Given the product [OH:21][C:19]1[CH:20]=[C:11]([C:6]2[CH:7]=[CH:8][CH:9]=[CH:10][C:5]=2[CH2:4][CH2:3][CH2:2][N:39]2[CH2:43][CH2:42][CH2:41][CH2:40]2)[CH:12]=[C:13]2[C:18]=1[N:17]=[CH:16][NH:15][C:14]2=[O:38], predict the reactants needed to synthesize it. The reactants are: Br[CH2:2][CH2:3][CH2:4][C:5]1[CH:10]=[CH:9][CH:8]=[CH:7][C:6]=1[C:11]1[CH:12]=[C:13]2[C:18](=[C:19]([O:21]COCC[Si](C)(C)C)[CH:20]=1)[N:17]=[CH:16][N:15](COCC[Si](C)(C)C)[C:14]2=[O:38].[NH:39]1[CH2:43][CH2:42][CH2:41][CH2:40]1.